Dataset: Catalyst prediction with 721,799 reactions and 888 catalyst types from USPTO. Task: Predict which catalyst facilitates the given reaction. (1) Reactant: [Cl:1][C:2]1[CH:7]=[CH:6][C:5]([C:8]([C:27]2[CH:36]=[CH:35][CH:34]=[C:33]3[C:28]=2[CH:29]=[CH:30][C:31]([O:37][CH3:38])=[N:32]3)(O)[C@@H:9]([C:13]2[CH:25]=[CH:24][C:16]([C:17]([O:19]C(C)(C)C)=[O:18])=[CH:15][CH:14]=2)[CH2:10][CH2:11][CH3:12])=[CH:4][CH:3]=1.C([SiH](CC)CC)C. Product: [Cl:1][C:2]1[CH:7]=[CH:6][C:5]([CH:8]([C:27]2[CH:36]=[CH:35][CH:34]=[C:33]3[C:28]=2[CH:29]=[CH:30][C:31]([O:37][CH3:38])=[N:32]3)[C@@H:9]([C:13]2[CH:25]=[CH:24][C:16]([C:17]([OH:19])=[O:18])=[CH:15][CH:14]=2)[CH2:10][CH2:11][CH3:12])=[CH:4][CH:3]=1. The catalyst class is: 2. (2) Reactant: [N:1]1[CH:6]=[CH:5][CH:4]=[C:3]([CH2:7][NH:8][C:9]([C:11]2[N:20]3[C:14]([CH2:15][N:16]([C:25]([C:27]4[CH:32]=[CH:31][C:30]([C:33]5[C:34]([C:39]([O:41]C(C)(C)C)=[O:40])=[CH:35][CH:36]=[CH:37][CH:38]=5)=[CH:29][CH:28]=4)=[O:26])[C:17]4[CH:24]=[CH:23][CH:22]=[CH:21][C:18]=4[CH2:19]3)=[CH:13][CH:12]=2)=[O:10])[CH:2]=1.FC(F)(F)C(O)=O. Product: [N:1]1[CH:6]=[CH:5][CH:4]=[C:3]([CH2:7][NH:8][C:9]([C:11]2[N:20]3[C:14]([CH2:15][N:16]([C:25]([C:27]4[CH:32]=[CH:31][C:30]([C:33]5[C:34]([C:39]([OH:41])=[O:40])=[CH:35][CH:36]=[CH:37][CH:38]=5)=[CH:29][CH:28]=4)=[O:26])[C:17]4[CH:24]=[CH:23][CH:22]=[CH:21][C:18]=4[CH2:19]3)=[CH:13][CH:12]=2)=[O:10])[CH:2]=1. The catalyst class is: 4. (3) Reactant: [NH2:1][C@@H:2]1[CH2:7][CH2:6][CH2:5][N:4]([C:8]([O:10][CH2:11][C:12]2[CH:17]=[CH:16][CH:15]=[CH:14][CH:13]=2)=[O:9])[C@@H:3]1[CH3:18].[H-].[Na+]. Product: [CH3:18][C@@H:3]1[C@H:2]([N:1]2[CH2:2][CH2:3][NH:4][C:8]2=[O:9])[CH2:7][CH2:6][CH2:5][N:4]1[C:8]([O:10][CH2:11][C:12]1[CH:17]=[CH:16][CH:15]=[CH:14][CH:13]=1)=[O:9]. The catalyst class is: 387. (4) Reactant: [Cl:1][C:2]1[C:3]([CH3:27])=[C:4]([CH:20]2[CH2:24][C:23](=[O:25])[N:22]([CH3:26])[CH2:21]2)[C:5]([O:18][CH3:19])=[C:6]([CH:8]([NH:10]C(=O)OC(C)(C)C)[CH3:9])[CH:7]=1.[F:28][C:29]([F:34])([F:33])[C:30]([OH:32])=[O:31]. Product: [F:28][C:29]([F:34])([F:33])[C:30]([OH:32])=[O:31].[NH2:10][CH:8]([C:6]1[C:5]([O:18][CH3:19])=[C:4]([CH:20]2[CH2:21][N:22]([CH3:26])[C:23](=[O:25])[CH2:24]2)[C:3]([CH3:27])=[C:2]([Cl:1])[CH:7]=1)[CH3:9]. The catalyst class is: 2. (5) Reactant: [C:1]([C:4]1[CH:5]=[C:6]([C:15]([NH2:17])=[O:16])[C:7]2[O:13][CH2:12][CH2:11][CH2:10][S:9][C:8]=2[CH:14]=1)(=[O:3])[CH3:2].[BH4-].[Na+].Cl. Product: [OH:3][CH:1]([C:4]1[CH:5]=[C:6]([C:15]([NH2:17])=[O:16])[C:7]2[O:13][CH2:12][CH2:11][CH2:10][S:9][C:8]=2[CH:14]=1)[CH3:2]. The catalyst class is: 14. (6) Reactant: [CH:1]1([C:4]([NH:6][NH:7][C:8](=O)[CH2:9][NH:10][C:11](=[O:34])[C:12]2[CH:17]=[CH:16][C:15](/[CH:18]=[CH:19]/[CH:20]([C:25]3[CH:30]=[C:29]([Cl:31])[CH:28]=[C:27]([Cl:32])[CH:26]=3)[C:21]([F:24])([F:23])[F:22])=[CH:14][C:13]=2[CH3:33])=[O:5])[CH2:3][CH2:2]1. Product: [CH:1]1([C:4]2[O:5][C:8]([CH2:9][NH:10][C:11](=[O:34])[C:12]3[CH:17]=[CH:16][C:15](/[CH:18]=[CH:19]/[CH:20]([C:25]4[CH:26]=[C:27]([Cl:32])[CH:28]=[C:29]([Cl:31])[CH:30]=4)[C:21]([F:22])([F:24])[F:23])=[CH:14][C:13]=3[CH3:33])=[N:7][N:6]=2)[CH2:2][CH2:3]1. The catalyst class is: 265. (7) Reactant: [NH2:1][C:2]1[CH:3]=[C:4]([C:12]([N:14]2[CH2:19][CH2:18][N:17]([CH3:20])[CH2:16][CH2:15]2)=O)[CH:5]=[C:6]([C:8]([F:11])([F:10])[F:9])[CH:7]=1.Cl.C(=O)([O-])[O-].[Na+].[Na+]. Product: [CH3:20][N:17]1[CH2:18][CH2:19][N:14]([CH2:12][C:4]2[CH:3]=[C:2]([CH:7]=[C:6]([C:8]([F:11])([F:9])[F:10])[CH:5]=2)[NH2:1])[CH2:15][CH2:16]1. The catalyst class is: 7.